From a dataset of Catalyst prediction with 721,799 reactions and 888 catalyst types from USPTO. Predict which catalyst facilitates the given reaction. Reactant: C([NH:4][C:5]1[N:10]=[C:9]([CH2:11][CH2:12][C:13]2[CH:18]=[CH:17][C:16]([NH:19][C:20]([C:22]3[C:23]([C:29]4[CH:34]=[CH:33][C:32]([C:35]([F:38])([F:37])[F:36])=[CH:31][CH:30]=4)=[CH:24][C:25]([CH3:28])=[CH:26][CH:27]=3)=[O:21])=[CH:15][CH:14]=2)[CH:8]=[CH:7][CH:6]=1)(=O)C.Cl. Product: [NH2:4][C:5]1[N:10]=[C:9]([CH2:11][CH2:12][C:13]2[CH:18]=[CH:17][C:16]([NH:19][C:20]([C:22]3[C:23]([C:29]4[CH:30]=[CH:31][C:32]([C:35]([F:38])([F:36])[F:37])=[CH:33][CH:34]=4)=[CH:24][C:25]([CH3:28])=[CH:26][CH:27]=3)=[O:21])=[CH:15][CH:14]=2)[CH:8]=[CH:7][CH:6]=1. The catalyst class is: 5.